From a dataset of Full USPTO retrosynthesis dataset with 1.9M reactions from patents (1976-2016). Predict the reactants needed to synthesize the given product. (1) Given the product [Br:16][C:17]1[C:22]([NH:23][S:12]([C:7]2[CH:8]=[CH:9][C:10]([Cl:11])=[C:5]([C:1]([CH3:4])([CH3:3])[CH3:2])[CH:6]=2)(=[O:14])=[O:13])=[CH:21][C:20]([Cl:24])=[CH:19][N:18]=1, predict the reactants needed to synthesize it. The reactants are: [C:1]([C:5]1[CH:6]=[C:7]([S:12](Cl)(=[O:14])=[O:13])[CH:8]=[CH:9][C:10]=1[Cl:11])([CH3:4])([CH3:3])[CH3:2].[Br:16][C:17]1[C:22]([NH2:23])=[CH:21][C:20]([Cl:24])=[CH:19][N:18]=1. (2) Given the product [CH:6]1([CH2:5][C@H:4]([NH:12][C:13](=[O:19])[O:14][C:15]([CH3:18])([CH3:17])[CH3:16])[C@H:3]2[CH2:2][O:20]2)[CH2:11][CH2:10][CH2:9][CH2:8][CH2:7]1, predict the reactants needed to synthesize it. The reactants are: Cl[CH2:2][C@@H:3]([OH:20])[C@@H:4]([NH:12][C:13](=[O:19])[O:14][C:15]([CH3:18])([CH3:17])[CH3:16])[CH2:5][CH:6]1[CH2:11][CH2:10][CH2:9][CH2:8][CH2:7]1.CCO. (3) Given the product [NH2:1][C:2]1[C:11]([C:23]#[C:22][CH2:21][O:24][CH3:25])=[CH:10][C:5]([C:6]([O:8][CH3:9])=[O:7])=[C:4]([Cl:13])[CH:3]=1, predict the reactants needed to synthesize it. The reactants are: [NH2:1][C:2]1[C:11](I)=[CH:10][C:5]([C:6]([O:8][CH3:9])=[O:7])=[C:4]([Cl:13])[CH:3]=1.CCN(CC)CC.[CH2:21]([O:24][CH3:25])[C:22]#[CH:23]. (4) Given the product [CH2:1]([O:4][C:5]1([CH3:39])[CH2:10][CH2:9][N:8]([C:11]2[N:16]3[CH:17]=[C:18]([C:20]4[CH:21]=[C:22]([C:73]5[CH:74]=[C:75]([F:76])[C:70]([F:69])=[CH:71][C:72]=5[O:88][C@H:89]([CH2:91][CH:92]=[CH2:93])[CH3:90])[CH:23]=[CH:24][CH:25]=4)[N:19]=[C:15]3[C:14]([CH3:27])=[C:13]([CH3:28])[C:12]=2[C@H:29]([O:34][C:35]([CH3:38])([CH3:37])[CH3:36])[C:30]([O:32][CH3:33])=[O:31])[CH2:7][CH2:6]1)[CH:2]=[CH2:3], predict the reactants needed to synthesize it. The reactants are: [CH2:1]([O:4][C:5]1([CH3:39])[CH2:10][CH2:9][N:8]([C:11]2[N:16]3[CH:17]=[C:18]([C:20]4[CH:25]=[CH:24][CH:23]=[C:22](Br)[CH:21]=4)[N:19]=[C:15]3[C:14]([CH3:27])=[C:13]([CH3:28])[C:12]=2[C@H:29]([O:34][C:35]([CH3:38])([CH3:37])[CH3:36])[C:30]([O:32][CH3:33])=[O:31])[CH2:7][CH2:6]1)[CH:2]=[CH2:3].COC1C=CC=C(OC)C=1C1C=CC=CC=1P(C1CCCCC1)C1CCCCC1.[F:69][C:70]1[C:75]([F:76])=[CH:74][C:73](B2OC(=O)CN(C)CC(=O)O2)=[C:72]([O:88][C@H:89]([CH2:91][CH:92]=[CH2:93])[CH3:90])[CH:71]=1.[O-]P([O-])([O-])=O.[K+].[K+].[K+].